Task: Regression. Given two drug SMILES strings and cell line genomic features, predict the synergy score measuring deviation from expected non-interaction effect.. Dataset: NCI-60 drug combinations with 297,098 pairs across 59 cell lines (1) Synergy scores: CSS=75.2, Synergy_ZIP=1.58, Synergy_Bliss=0.469, Synergy_Loewe=1.06, Synergy_HSA=2.83. Cell line: U251. Drug 2: B(C(CC(C)C)NC(=O)C(CC1=CC=CC=C1)NC(=O)C2=NC=CN=C2)(O)O. Drug 1: CC1CCCC2(C(O2)CC(NC(=O)CC(C(C(=O)C(C1O)C)(C)C)O)C(=CC3=CSC(=N3)C)C)C. (2) Drug 1: CCCS(=O)(=O)NC1=C(C(=C(C=C1)F)C(=O)C2=CNC3=C2C=C(C=N3)C4=CC=C(C=C4)Cl)F. Drug 2: CCN(CC)CCNC(=O)C1=C(NC(=C1C)C=C2C3=C(C=CC(=C3)F)NC2=O)C. Cell line: OVCAR3. Synergy scores: CSS=-2.40, Synergy_ZIP=2.64, Synergy_Bliss=3.16, Synergy_Loewe=-2.36, Synergy_HSA=-2.01.